This data is from Reaction yield outcomes from USPTO patents with 853,638 reactions. The task is: Predict the reaction yield, written as a fraction of the theoretical maximum amount of product (1.0 means a 100% yield; for example, 0.34 means a 34% yield). (1) The reactants are [O:1]1[C:5]2([CH2:10][CH2:9][CH:8]([NH:11][C:12]3[NH:16][N:15]=[CH:14][CH:13]=3)[CH2:7][CH2:6]2)[O:4][CH2:3][CH2:2]1.N12CCCN=C1CCCCC2.[C:28]([C:30]1[CH:35]=[CH:34][CH:33]=[CH:32][C:31]=1[C:36]1[CH:41]=[CH:40][C:39]([CH2:42][CH:43]([C:48](=O)[CH2:49][CH2:50][CH2:51][CH3:52])[C:44](OC)=[O:45])=[CH:38][CH:37]=1)#[N:29].C(OCC)(=O)C. The catalyst is CCN(C1C=CC=CC=1)CC.O. The product is [CH2:49]([C:48]1[N:16]2[N:15]=[CH:14][CH:13]=[C:12]2[N:11]([CH:8]2[CH2:7][CH2:6][C:5]3([O:4][CH2:3][CH2:2][O:1]3)[CH2:10][CH2:9]2)[C:44](=[O:45])[C:43]=1[CH2:42][C:39]1[CH:38]=[CH:37][C:36]([C:31]2[C:30]([C:28]#[N:29])=[CH:35][CH:34]=[CH:33][CH:32]=2)=[CH:41][CH:40]=1)[CH2:50][CH2:51][CH3:52]. The yield is 0.690. (2) The product is [CH3:1][C:2]([Si:5]([CH3:36])([CH3:35])[O:6][CH2:7][C@@H:8]([O:10][C:11]1[CH:12]=[C:13]([CH:24]=[C:25]([OH:27])[CH:26]=1)[C:14]([NH:16][C:17]1[CH:21]=[CH:20][N:19]([CH2:22][CH3:23])[N:18]=1)=[O:15])[CH3:9])([CH3:4])[CH3:3]. The yield is 0.950. The catalyst is C1COCC1. The reactants are [CH3:1][C:2]([Si:5]([CH3:36])([CH3:35])[O:6][CH2:7][C@@H:8]([O:10][C:11]1[CH:12]=[C:13]([CH:24]=[C:25]([O:27]CC2C=CC=CC=2)[CH:26]=1)[C:14]([NH:16][C:17]1[CH:21]=[CH:20][N:19]([CH2:22][CH3:23])[N:18]=1)=[O:15])[CH3:9])([CH3:4])[CH3:3]. (3) The product is [CH3:19][CH:20]1[CH2:24][CH2:23][CH2:22][N:21]1[CH2:2][CH2:3][CH2:4][O:5][C:6]1[CH:11]=[CH:10][C:9]([C:12]2[S:13][CH:14]=[CH:15][N:16]=2)=[CH:8][CH:7]=1. The reactants are Cl[CH2:2][CH2:3][CH2:4][O:5][C:6]1[CH:11]=[CH:10][C:9]([C:12]2[S:13][CH:14]=[CH:15][N:16]=2)=[CH:8][CH:7]=1.[I-].[Na+].[CH3:19][CH:20]1[CH2:24][CH2:23][CH2:22][NH:21]1. The catalyst is C(#N)C. The yield is 0.270. (4) The catalyst is CCO. The reactants are [C:1]([CH2:4][C:5](=[O:7])[CH3:6])(=[O:3])[CH3:2].[O-]CC.[Na+].[Br:12][C:13]1[CH:18]=[CH:17][C:16](/[C:19](/Cl)=[N:20]/O)=[CH:15][CH:14]=1.Cl. The product is [Br:12][C:13]1[CH:18]=[CH:17][C:16]([C:19]2[C:4]([C:5](=[O:7])[CH3:6])=[C:1]([CH3:2])[O:3][N:20]=2)=[CH:15][CH:14]=1. The yield is 0.840. (5) The reactants are [CH:1]1[CH:6]=[CH:5]C(P([C:1]2[CH:6]=[CH:5]C=[CH:3][CH:2]=2)[C:1]2[CH:6]=[CH:5]C=[CH:3][CH:2]=2)=[CH:3][CH:2]=1.[NH:20]=[N+:21]=[N-:22].[CH3:34][CH2:33][O:32][C:30](/N=N/[C:30]([O:32][CH2:33][CH3:34])=[O:31])=[O:31].[C:35]1([CH3:41])[CH:40]=[CH:39][CH:38]=[CH:37][CH:36]=1. The catalyst is CCOC(C)=O. The product is [CH2:33]([O:32][C:30](=[O:31])[CH2:41][CH:35]1[CH2:40][CH2:39][CH2:38][CH:37]([N:20]=[N+:21]=[N-:22])[CH2:36]1)[C:34]1[CH:5]=[CH:6][CH:1]=[CH:2][CH:3]=1. The yield is 0.930. (6) The reactants are [Br:1][C:2]1[CH:7]=[CH:6][C:5]([OH:8])=[C:4]([N+:9]([O-:11])=[O:10])[N:3]=1.C(=O)([O-])[O-:13].[K+].[K+].[CH3:18][CH2:19][O:20][CH2:21][CH3:22]. The catalyst is CC(C)=O.BrCC(OCC)=O. The product is [Br:1][C:2]1[N:3]=[C:4]([N+:9]([O-:11])=[O:10])[C:5]([O:8][CH2:18][C:19]([O:20][CH2:21][CH3:22])=[O:13])=[CH:6][CH:7]=1. The yield is 0.890. (7) The reactants are [CH3:1][C:2]1[CH:19]=[CH:18][C:5]([C:6]([NH:8][CH:9]([C:15](=[O:17])[CH3:16])[CH2:10][C:11]([O:13][CH3:14])=[O:12])=O)=[CH:4][CH:3]=1.OS(O)(=O)=O. The catalyst is C(OC(=O)C)(=O)C. The product is [CH3:14][O:13][C:11](=[O:12])[CH2:10][C:9]1[N:8]=[C:6]([C:5]2[CH:18]=[CH:19][C:2]([CH3:1])=[CH:3][CH:4]=2)[O:17][C:15]=1[CH3:16]. The yield is 0.870. (8) The reactants are [NH2:1][CH2:2][C:3]1[NH:4][C:5](=[O:26])[C:6]2[C:7](=[N:9][N:10]([CH2:19][C:20]3[CH:25]=[CH:24][CH:23]=[CH:22][CH:21]=3)[C:11]=2[NH:12][C:13]2[CH:18]=[CH:17][CH:16]=[CH:15][CH:14]=2)[N:8]=1.C([BH3-])#N.[Na+].[Cl:31][CH2:32][CH:33]=O. The catalyst is CO. The product is [CH2:19]([N:10]1[C:11]([NH:12][C:13]2[CH:18]=[CH:17][CH:16]=[CH:15][CH:14]=2)=[C:6]2[C:7]([N:8]=[C:3]([CH2:2][NH:1][CH2:33][CH2:32][Cl:31])[NH:4][C:5]2=[O:26])=[N:9]1)[C:20]1[CH:21]=[CH:22][CH:23]=[CH:24][CH:25]=1. The yield is 0.690. (9) The reactants are [CH3:1][O:2][C:3]1[C:4]([O:24][CH3:25])=[CH:5][C:6]2[N:12]([CH3:13])[CH2:11][CH2:10][N:9]=[C:8]([C:14]3[CH:15]=[C:16]([CH:20]=[CH:21][CH:22]=3)[C:17]([OH:19])=O)[C:7]=2[CH:23]=1.Cl.[NH2:27][CH2:28][CH2:29][CH2:30][CH2:31][CH2:32][C:33]([NH2:35])=[O:34].CN1CC[O:40]CC1.F[P-](F)(F)(F)(F)F.N1(O[P+](N(C)C)(N(C)C)N(C)C)C2C=CC=CC=2N=N1. The catalyst is CN(C=O)C.O.C(N(CC)CC)C. The product is [NH2:35][C:33](=[O:34])[CH2:32][CH2:31][CH2:30][CH2:29][CH2:28][NH:27][C:17](=[O:19])[C:16]1[CH:20]=[CH:21][CH:22]=[C:14]([C:8]2[C:7]3[CH:23]=[C:3]([O:2][CH3:1])[C:4]([O:24][CH3:25])=[CH:5][C:6]=3[N:12]([CH3:13])[C:11](=[O:40])[CH2:10][N:9]=2)[CH:15]=1. The yield is 0.750. (10) The reactants are S(Cl)(Cl)=O.[Cl:5][C:6]1[CH:7]=[C:8]([CH:12]2[C:21]3[CH:20]=[C:19]([C:22]([C:30]4[CH:35]=[CH:34][C:33](Cl)=[CH:32][CH:31]=4)(C4N(C)C=NC=4)[OH:23])[CH:18]=[CH:17][C:16]=3[NH:15]C3=NN=NN23)[CH:9]=[CH:10][CH:11]=1.[OH2:40].C[CH2:42][OH:43]. The catalyst is C(Cl)Cl. The product is [Cl:5][C:6]1[CH:7]=[C:8]([C:12]2[O:40][N:15]=[C:16]3[CH:17]=[CH:18][C:19]([C:22]([C:30]4[CH:35]=[CH:34][C:33]([O:43][CH3:42])=[CH:32][CH:31]=4)=[O:23])=[CH:20][C:21]=23)[CH:9]=[CH:10][CH:11]=1. The yield is 0.170.